Dataset: NCI-60 drug combinations with 297,098 pairs across 59 cell lines. Task: Regression. Given two drug SMILES strings and cell line genomic features, predict the synergy score measuring deviation from expected non-interaction effect. (1) Drug 1: COC1=CC(=CC(=C1O)OC)C2C3C(COC3=O)C(C4=CC5=C(C=C24)OCO5)OC6C(C(C7C(O6)COC(O7)C8=CC=CS8)O)O. Drug 2: CN(C)C1=NC(=NC(=N1)N(C)C)N(C)C. Cell line: TK-10. Synergy scores: CSS=26.0, Synergy_ZIP=4.36, Synergy_Bliss=4.11, Synergy_Loewe=-22.9, Synergy_HSA=0.362. (2) Drug 1: CCN(CC)CCNC(=O)C1=C(NC(=C1C)C=C2C3=C(C=CC(=C3)F)NC2=O)C. Drug 2: C(CC(=O)O)C(=O)CN.Cl. Cell line: NCI/ADR-RES. Synergy scores: CSS=-4.81, Synergy_ZIP=-0.384, Synergy_Bliss=-5.87, Synergy_Loewe=-4.00, Synergy_HSA=-6.52. (3) Drug 1: CCCCCOC(=O)NC1=NC(=O)N(C=C1F)C2C(C(C(O2)C)O)O. Drug 2: C(CN)CNCCSP(=O)(O)O. Cell line: RXF 393. Synergy scores: CSS=-1.59, Synergy_ZIP=0.839, Synergy_Bliss=-0.145, Synergy_Loewe=-2.35, Synergy_HSA=-2.40. (4) Drug 1: CNC(=O)C1=NC=CC(=C1)OC2=CC=C(C=C2)NC(=O)NC3=CC(=C(C=C3)Cl)C(F)(F)F. Drug 2: B(C(CC(C)C)NC(=O)C(CC1=CC=CC=C1)NC(=O)C2=NC=CN=C2)(O)O. Cell line: A549. Synergy scores: CSS=18.2, Synergy_ZIP=-11.1, Synergy_Bliss=-15.5, Synergy_Loewe=-79.7, Synergy_HSA=-17.1.